Dataset: Reaction yield outcomes from USPTO patents with 853,638 reactions. Task: Predict the reaction yield, written as a fraction of the theoretical maximum amount of product (1.0 means a 100% yield; for example, 0.34 means a 34% yield). (1) The yield is 0.490. The product is [NH2:24][C@H:22]([C:21]1[N:20]=[C:19]2[CH:25]=[CH:26][N:27]([CH3:28])[C:18]2=[CH:17][C:16]=1[N:12]1[CH2:13][CH2:14][C@H:10]([N:2]([CH3:1])[C:3](=[O:9])[O:4][C:5]([CH3:8])([CH3:6])[CH3:7])[CH2:11]1)[CH3:23]. The catalyst is CCOC(C)=O.O1CCOCC1. The reactants are [CH3:1][N:2]([C@H:10]1[CH2:14][CH2:13][NH:12][CH2:11]1)[C:3](=[O:9])[O:4][C:5]([CH3:8])([CH3:7])[CH3:6].Br[C:16]1[CH:17]=[C:18]2[N:27]([CH3:28])[CH:26]=[CH:25][C:19]2=[N:20][C:21]=1[C@@H:22]([NH2:24])[CH3:23].CC([O-])(C)C.[K+].C([O-])(O)=O.[Na+]. (2) The reactants are [F:1][C@H:2]1[C@H:7]([C:8]2[CH:13]=[CH:12][C:11]([OH:14])=[CH:10][CH:9]=2)[CH2:6][CH2:5][N:4]([C@@H:15]2[CH2:19][CH2:18][N:17]([CH2:20][C:21]3[CH:26]=[CH:25][C:24]([CH3:27])=[CH:23][CH:22]=3)[C:16]2=[O:28])[CH2:3]1.[C:29]([O:33][C:34]([NH:36][C@@H:37]([CH3:41])[C:38](O)=[O:39])=[O:35])([CH3:32])([CH3:31])[CH3:30].C1CCC(N=C=NC2CCCCC2)CC1.O. The catalyst is C(Cl)Cl.CN(C1C=CN=CC=1)C. The product is [C:29]([O:33][C:34]([NH:36][C@@H:37]([CH3:41])[C:38]([O:14][C:11]1[CH:12]=[CH:13][C:8]([C@@H:7]2[CH2:6][CH2:5][N:4]([C@@H:15]3[CH2:19][CH2:18][N:17]([CH2:20][C:21]4[CH:22]=[CH:23][C:24]([CH3:27])=[CH:25][CH:26]=4)[C:16]3=[O:28])[CH2:3][C@H:2]2[F:1])=[CH:9][CH:10]=1)=[O:39])=[O:35])([CH3:32])([CH3:31])[CH3:30]. The yield is 0.740.